Dataset: Forward reaction prediction with 1.9M reactions from USPTO patents (1976-2016). Task: Predict the product of the given reaction. (1) The product is: [Br:1][C:2]1[CH:7]=[CH:6][C:5]([NH:8][C:9]([NH2:11])=[S:10])=[C:4]([F:20])[C:3]=1[F:21]. Given the reactants [Br:1][C:2]1[CH:7]=[CH:6][C:5]([NH:8][C:9]([NH:11]C(=O)C2C=CC=CC=2)=[S:10])=[C:4]([F:20])[C:3]=1[F:21].[OH-].[Na+], predict the reaction product. (2) Given the reactants [Br:1][C:2]1[C:10]2[C:5](=[N:6][CH:7]=[C:8]([F:11])[CH:9]=2)[NH:4][N:3]=1.C([O-])([O-])=O.[K+].[K+].Cl[C:19]1[CH:24]=[CH:23][CH:22]=[CH:21][C:20]=1[CH:25]([C:32]1[CH:37]=[CH:36][CH:35]=[CH:34][CH:33]=1)[C:26]1[CH:31]=[CH:30][CH:29]=[CH:28][CH:27]=1.C(OCC)(=O)C, predict the reaction product. The product is: [Br:1][C:2]1[C:10]2[C:5](=[N:6][CH:7]=[C:8]([F:11])[CH:9]=2)[N:4]([C:25]([C:20]2[CH:21]=[CH:22][CH:23]=[CH:24][CH:19]=2)([C:32]2[CH:33]=[CH:34][CH:35]=[CH:36][CH:37]=2)[C:26]2[CH:27]=[CH:28][CH:29]=[CH:30][CH:31]=2)[N:3]=1. (3) Given the reactants Br[C:2]1[C:3]([CH3:18])=[C:4]([C:9]([O:16]C)=[C:10]([C:12]([CH3:15])([CH3:14])[CH3:13])[CH:11]=1)[C:5]([O:7]C)=[O:6].[Cl:19][C:20]1[CH:26]=[CH:25][C:23]([NH2:24])=[CH:22][CH:21]=1, predict the reaction product. The product is: [C:12]([C:10]1[C:9]([OH:16])=[C:4]([C:3]([CH3:18])=[C:2]([NH:24][C:23]2[CH:25]=[CH:26][C:20]([Cl:19])=[CH:21][CH:22]=2)[CH:11]=1)[C:5]([OH:7])=[O:6])([CH3:15])([CH3:14])[CH3:13].